Predict the reaction yield, written as a fraction of the theoretical maximum amount of product (1.0 means a 100% yield; for example, 0.34 means a 34% yield). From a dataset of Reaction yield outcomes from USPTO patents with 853,638 reactions. (1) The reactants are [NH2:1][CH2:2][CH2:3][CH:4]([N:6]1[C:10]2=[N:11][C:12]([C:15]([O:17]CC)=[O:16])=[CH:13][CH:14]=[C:9]2[CH:8]=[C:7]1[C:20]([O:22]CC)=O)[CH3:5].C(=O)([O-])[O-].[K+].[K+]. The catalyst is C(O)C. The product is [CH3:5][CH:4]1[N:6]2[C:10]3[N:11]=[C:12]([C:15]([OH:17])=[O:16])[CH:13]=[CH:14][C:9]=3[CH:8]=[C:7]2[C:20](=[O:22])[NH:1][CH2:2][CH2:3]1. The yield is 0.540. (2) The reactants are [F:1][C:2]([F:13])([F:12])[O:3][C:4]1[CH:11]=[CH:10][C:7]([CH:8]=O)=[CH:6][CH:5]=1.[NH2:14][C:15]1[N:16]=[N:17][C:18]([CH3:21])=[CH:19][CH:20]=1.C(O[C:25](=[O:42])[C:26]([OH:41])=[CH:27][C:28](=[O:40])[C:29]1[CH:34]=[CH:33][C:32](OC(F)(F)F)=[CH:31][CH:30]=1)C. No catalyst specified. The product is [OH:41][C:26]1[C:25](=[O:42])[N:14]([C:15]2[N:16]=[N:17][C:18]([CH3:21])=[CH:19][CH:20]=2)[CH:8]([C:7]2[CH:10]=[CH:11][C:4]([O:3][C:2]([F:13])([F:12])[F:1])=[CH:5][CH:6]=2)[C:27]=1[C:28](=[O:40])[C:29]1[CH:30]=[CH:31][C:32]([C:2]([F:13])([F:12])[F:1])=[CH:33][CH:34]=1. The yield is 0.260. (3) The reactants are [C:1]([C:5]1[O:9][N:8]=[C:7]([NH:10][C:11]([NH:13][C:14]2[CH:19]=[CH:18][CH:17]=[C:16]([S:20][C:21]3[C:30]4[C:25](=[CH:26][C:27]([O:41][CH3:42])=[C:28]([O:31][CH2:32][CH2:33][CH2:34][N:35]5[CH2:40][CH2:39]CC[CH2:36]5)[CH:29]=4)[N:24]=[CH:23][N:22]=3)[CH:15]=2)=[O:12])[CH:6]=1)([CH3:4])([CH3:3])[CH3:2].[OH:43][CH2:44][CH2:45][N:46]1CCNC[CH2:47]1. No catalyst specified. The product is [C:1]([C:5]1[O:9][N:8]=[C:7]([NH:10][C:11]([NH:13][C:14]2[CH:19]=[CH:18][CH:17]=[C:16]([S:20][C:21]3[C:30]4[C:25](=[CH:26][C:27]([O:41][CH3:42])=[C:28]([O:31][CH2:32][CH2:33][CH2:34][N:35]5[CH2:36][CH2:47][N:46]([CH2:45][CH2:44][OH:43])[CH2:39][CH2:40]5)[CH:29]=4)[N:24]=[CH:23][N:22]=3)[CH:15]=2)=[O:12])[CH:6]=1)([CH3:2])([CH3:3])[CH3:4]. The yield is 0.0700.